Predict which catalyst facilitates the given reaction. From a dataset of Catalyst prediction with 721,799 reactions and 888 catalyst types from USPTO. (1) Reactant: [CH3:1][C:2]1[C:3]([NH2:9])=[N:4][C:5]([CH3:8])=[CH:6][N:7]=1.[CH2:10]([O:12][C:13]([N:15]=[C:16]=[S:17])=[O:14])[CH3:11]. Product: [CH2:10]([O:12][C:13](=[O:14])[NH:15][C:16](=[S:17])[NH:9][C:3]1[C:2]([CH3:1])=[N:7][CH:6]=[C:5]([CH3:8])[N:4]=1)[CH3:11]. The catalyst class is: 12. (2) The catalyst class is: 3. Reactant: [NH2:1][C:2]1[N:3]=[C:4]([NH:17][CH:18]2[CH2:23][CH2:22][N:21]([S:24]([CH2:27][CH2:28][CH2:29]I)(=[O:26])=[O:25])[CH2:20][CH2:19]2)[S:5][C:6]=1[C:7]([C:9]1[C:14]([F:15])=[CH:13][CH:12]=[CH:11][C:10]=1[F:16])=[O:8].C(N(C(C)C)CC)(C)C.[CH3:40][C@H:41]1[CH2:46][NH:45][CH2:44][C@@H:43]([CH3:47])[NH:42]1.O. Product: [NH2:1][C:2]1[N:3]=[C:4]([NH:17][CH:18]2[CH2:23][CH2:22][N:21]([S:24]([CH2:27][CH2:28][CH2:29][N:45]3[CH2:44][C@H:43]([CH3:47])[NH:42][C@H:41]([CH3:40])[CH2:46]3)(=[O:26])=[O:25])[CH2:20][CH2:19]2)[S:5][C:6]=1[C:7]([C:9]1[C:14]([F:15])=[CH:13][CH:12]=[CH:11][C:10]=1[F:16])=[O:8]. (3) Reactant: [Br:1][C:2]1[C:7](=[O:8])[N:6]2[CH:9]=[C:10]([F:13])[CH:11]=[CH:12][C:5]2=[N:4][C:3]=1[CH:14]([NH:16]C(=O)OCC1C=CC=CC=1)[CH3:15].B(Br)(Br)Br.O.C(=O)(O)[O-].[Na+]. Product: [NH2:16][CH:14]([C:3]1[N:4]=[C:5]2[CH:12]=[CH:11][C:10]([F:13])=[CH:9][N:6]2[C:7](=[O:8])[C:2]=1[Br:1])[CH3:15]. The catalyst class is: 4.